From a dataset of NCI-60 drug combinations with 297,098 pairs across 59 cell lines. Regression. Given two drug SMILES strings and cell line genomic features, predict the synergy score measuring deviation from expected non-interaction effect. Drug 1: CC1=C(C=C(C=C1)NC2=NC=CC(=N2)N(C)C3=CC4=NN(C(=C4C=C3)C)C)S(=O)(=O)N.Cl. Drug 2: C1=CN(C(=O)N=C1N)C2C(C(C(O2)CO)O)O.Cl. Cell line: HCT116. Synergy scores: CSS=50.3, Synergy_ZIP=0.743, Synergy_Bliss=-0.898, Synergy_Loewe=-48.6, Synergy_HSA=-1.35.